Dataset: Full USPTO retrosynthesis dataset with 1.9M reactions from patents (1976-2016). Task: Predict the reactants needed to synthesize the given product. Given the product [NH2:24][C:20]1[CH:19]=[C:18]([CH:23]=[CH:22][CH:21]=1)[C:17]([NH:16][C:12]1[C:13]([CH3:15])=[CH:14][C:9]([C:3]([OH:8])([C:2]([F:1])([F:29])[F:30])[C:4]([F:5])([F:6])[F:7])=[CH:10][C:11]=1[CH3:28])=[O:27], predict the reactants needed to synthesize it. The reactants are: [F:1][C:2]([F:30])([F:29])[C:3]([C:9]1[CH:14]=[C:13]([CH3:15])[C:12]([NH:16][C:17](=[O:27])[C:18]2[CH:23]=[CH:22][CH:21]=[C:20]([N+:24]([O-])=O)[CH:19]=2)=[C:11]([CH3:28])[CH:10]=1)([OH:8])[C:4]([F:7])([F:6])[F:5].Cl.